Dataset: Full USPTO retrosynthesis dataset with 1.9M reactions from patents (1976-2016). Task: Predict the reactants needed to synthesize the given product. (1) Given the product [NH:1]1[C:9]2[C:4](=[C:5]([N:10]3[CH2:11][CH2:12][N:13]([C:16]([O:18][C:19]([CH3:22])([CH3:21])[CH3:20])=[O:17])[CH2:14][CH2:15]3)[CH:6]=[CH:7][CH:8]=2)[CH:3]=[CH:25]1, predict the reactants needed to synthesize it. The reactants are: [NH:1]1[C:9]2[C:4](=[C:5]([N:10]3[CH2:15][CH2:14][N:13]([C:16]([O:18][C:19]([CH3:22])([CH3:21])[CH3:20])=[O:17])[CH2:12][CH2:11]3)[CH:6]=[CH:7][CH:8]=2)[CH:3]=N1.N1C2C(=C(N)C=CC=2)[CH:25]=N1. (2) Given the product [CH3:36][O:35][C:33]([C:32]1([C:31]([O:38][CH3:39])=[O:37])[CH2:10][CH:11]=[CH:6][CH2:7]1)=[O:34], predict the reactants needed to synthesize it. The reactants are: CS(O)(=O)=O.[CH:6]1[CH:7]=CC2NC=C(C(O[C@@H]3C[C@H]4N5CC(=O)[C@@H](C4)C[C@@H]5C3)=O)[C:10]=2[CH:11]=1.O.[C:31]([O:38][CH3:39])(=[O:37])[CH2:32][C:33]([O:35][CH3:36])=[O:34].ClC/C=C\CCl.[H-].[Li+]. (3) Given the product [CH:25]1([CH2:24][C@H:3]([NH:2][C:37]([C:36]2[CH:35]=[CH:34][O:33][C:32]=2[CH3:31])=[O:38])[C:4](=[O:5])[NH:6][C@H:7]2[CH2:13][CH2:12][CH2:11][N:10]([S:14]([C:17]3[CH:22]=[CH:21][CH:20]=[CH:19][N:18]=3)(=[O:15])=[O:16])[CH2:9][C:8]2=[O:23])[CH2:30][CH2:29][CH2:28][CH2:27][CH2:26]1, predict the reactants needed to synthesize it. The reactants are: Cl.[NH2:2][C@@H:3]([CH2:24][CH:25]1[CH2:30][CH2:29][CH2:28][CH2:27][CH2:26]1)[C:4]([NH:6][C@H:7]1[CH2:13][CH2:12][CH2:11][N:10]([S:14]([C:17]2[CH:22]=[CH:21][CH:20]=[CH:19][N:18]=2)(=[O:16])=[O:15])[CH2:9][C@@H:8]1[OH:23])=[O:5].[CH3:31][C:32]1[O:33][CH:34]=[CH:35][C:36]=1[C:37](O)=[O:38].CC(OI1(OC(C)=O)(OC(C)=O)OC(=O)C2C=CC=CC1=2)=O. (4) Given the product [CH2:1]([C:5]1[CH:6]=[CH:7][C:8]([N:9]=[N:13][C:27]2[C:26]([CH3:29])=[CH:25][C:23]([NH2:24])=[C:22]([O:21][CH2:20][CH:19]([CH2:17][CH3:18])[CH2:30][CH2:31][CH2:32][CH3:33])[CH:28]=2)=[CH:10][CH:11]=1)[CH2:2][CH2:3][CH3:4], predict the reactants needed to synthesize it. The reactants are: [CH2:1]([C:5]1[CH:11]=[CH:10][C:8]([NH2:9])=[CH:7][CH:6]=1)[CH2:2][CH2:3][CH3:4].Cl.[N:13]([O-])=O.[Na+].[CH2:17]([CH:19]([CH2:30][CH2:31][CH2:32][CH3:33])[CH2:20][O:21][C:22]1[CH:28]=[CH:27][C:26]([CH3:29])=[CH:25][C:23]=1[NH2:24])[CH3:18]. (5) Given the product [OH:23][NH:22][C:14](=[O:15])[C@@H:9]([NH:8][C:7](=[O:18])[CH2:6][NH:5][C:4](=[O:19])[O:3][C:2]([CH3:21])([CH3:20])[CH3:1])[CH2:10][CH2:11][S:12][CH3:13], predict the reactants needed to synthesize it. The reactants are: [CH3:1][C:2]([CH3:21])([CH3:20])[O:3][C:4](=[O:19])[NH:5][CH2:6][C:7](=[O:18])[NH:8][C@H:9]([C:14](OC)=[O:15])[CH2:10][CH2:11][S:12][CH3:13].[NH2:22][OH:23]. (6) Given the product [O:22]([CH:11]([CH3:2])[CH3:6])[CH:18]([CH3:20])[CH3:19].[C:18]([O:22][C:23](=[O:38])[C@H:24]([CH2:26][CH2:27][CH2:28][CH2:29][NH:30][C:31]([O:33][C:34]([CH3:37])([CH3:36])[CH3:35])=[O:32])[NH:25][S:12]([C:9]1[CH:10]=[C:11]2[C:6]([C:5]([Cl:16])=[CH:4][N:3]=[C:2]2[Cl:1])=[CH:7][CH:8]=1)(=[O:14])=[O:13])([CH3:21])([CH3:20])[CH3:19], predict the reactants needed to synthesize it. The reactants are: [Cl:1][C:2]1[C:11]2[C:6](=[CH:7][CH:8]=[C:9]([S:12](Cl)(=[O:14])=[O:13])[CH:10]=2)[C:5]([Cl:16])=[CH:4][N:3]=1.Cl.[C:18]([O:22][C:23](=[O:38])[C@H:24]([CH2:26][CH2:27][CH2:28][CH2:29][NH:30][C:31]([O:33][C:34]([CH3:37])([CH3:36])[CH3:35])=[O:32])[NH2:25])([CH3:21])([CH3:20])[CH3:19].C(N(CC)CC)C. (7) Given the product [C:13]([O:1][C:2]1[CH:10]=[CH:9][C:5]([C:6]([OH:8])=[O:7])=[CH:4][CH:3]=1)(=[O:14])[CH3:12], predict the reactants needed to synthesize it. The reactants are: [OH:1][C:2]1[CH:10]=[CH:9][C:5]([C:6]([OH:8])=[O:7])=[CH:4][CH:3]=1.C1C[O:14][CH2:13][CH2:12]1.N1C=CC=CC=1.C(OC(=O)C)(=O)C. (8) Given the product [CH3:18][C:3]1[CH:4]=[C:5]([S:8]([C:11]2[CH:12]=[CH:13][C:14]([NH2:17])=[N:15][CH:16]=2)(=[O:10])=[O:9])[CH:6]=[CH:7][C:2]=1[B:19]1[O:23][C:22]([CH3:25])([CH3:24])[C:21]([CH3:27])([CH3:26])[O:20]1, predict the reactants needed to synthesize it. The reactants are: Br[C:2]1[CH:7]=[CH:6][C:5]([S:8]([C:11]2[CH:12]=[CH:13][C:14]([NH2:17])=[N:15][CH:16]=2)(=[O:10])=[O:9])=[CH:4][C:3]=1[CH3:18].[B:19]1([B:19]2[O:23][C:22]([CH3:25])([CH3:24])[C:21]([CH3:27])([CH3:26])[O:20]2)[O:23][C:22]([CH3:25])([CH3:24])[C:21]([CH3:27])([CH3:26])[O:20]1.C([O-])(=O)C.[K+]. (9) Given the product [CH3:1][O:2][C:3]1[C:4]([NH:15][C:16]([NH:18][C:19]2[CH:24]=[CH:23][C:22]([CH3:25])=[CH:21][CH:20]=2)=[O:17])=[CH:5][C:6]2[C:7]([CH:8]=1)=[CH:31][CH:29]=[CH:28][CH:34]=2, predict the reactants needed to synthesize it. The reactants are: [CH3:1][O:2][C:3]1[CH:8]=[CH:7][C:6](S(C(F)F)(=O)=O)=[CH:5][C:4]=1[NH:15][C:16]([NH:18][C:19]1[CH:24]=[CH:23][C:22]([CH3:25])=[CH:21][C:20]=1F)=[O:17].F[C:28]1[CH:34]=C(C)C=[CH:31][C:29]=1N.FC(F)S(C1C=CC(OC)=C(N=C=O)C=1)(=O)=O.